Dataset: Full USPTO retrosynthesis dataset with 1.9M reactions from patents (1976-2016). Task: Predict the reactants needed to synthesize the given product. (1) Given the product [NH2:1][C:2]1[N:3]=[CH:4][C:5]([C:28]2[S:29][C:25]([CH2:24][N:18]3[CH2:19][CH2:20][O:21][CH2:22][CH2:23]3)=[CH:26][CH:27]=2)=[CH:6][C:7]=1[C:8]([NH:10][C:11]1[CH:16]=[CH:15][N:14]=[CH:13][N:12]=1)=[O:9], predict the reactants needed to synthesize it. The reactants are: [NH2:1][C:2]1[C:7]([C:8]([NH:10][C:11]2[CH:16]=[CH:15][N:14]=[CH:13][N:12]=2)=[O:9])=[CH:6][C:5](Br)=[CH:4][N:3]=1.[N:18]1([CH2:24][C:25]2[S:29][C:28](B3OC(C)(C)C(C)(C)O3)=[CH:27][CH:26]=2)[CH2:23][CH2:22][O:21][CH2:20][CH2:19]1.NC1N=CC(C2SC(CN3CCCCC3)=CC=2)=CC=1C(NC1C=CN=CC=1)=O. (2) Given the product [CH2:30]([CH:37]1[CH2:42]/[C:41](=[CH:8]\[O:9][CH3:10])/[CH2:40][CH2:39][N:38]1[C:44]([O:46][C:47]([CH3:50])([CH3:49])[CH3:48])=[O:45])[C:31]1[CH:36]=[CH:35][CH:34]=[CH:33][CH:32]=1, predict the reactants needed to synthesize it. The reactants are: CC(C)([O-])C.[K+].[Cl-].[CH3:8][O:9][CH2:10][P+](C1C=CC=CC=1)(C1C=CC=CC=1)C1C=CC=CC=1.[CH2:30]([CH:37]1[CH2:42][C:41](=O)[CH2:40][CH2:39][N:38]1[C:44]([O:46][C:47]([CH3:50])([CH3:49])[CH3:48])=[O:45])[C:31]1[CH:36]=[CH:35][CH:34]=[CH:33][CH:32]=1.